Predict the reaction yield, written as a fraction of the theoretical maximum amount of product (1.0 means a 100% yield; for example, 0.34 means a 34% yield). From a dataset of Reaction yield outcomes from USPTO patents with 853,638 reactions. (1) The reactants are II.[CH3:3][C@@:4]12[C:12](=[O:13])[CH2:11][CH2:10][C@H:9]1[C@@H:8]1[CH2:14][CH2:15][C:16]3[C@@H:22]([C@H:7]1[CH2:6][CH2:5]2)[CH2:21][CH2:20][C:18](=[O:19])[CH:17]=3.S([O-])([O-])(=[O:25])=S.[Na+].[Na+].[CH3:30][OH:31]. No catalyst specified. The product is [CH3:3][C@@:4]12[C:12](=[O:13])[CH2:11][CH2:10][C@H:9]1[C@@H:8]1[CH2:14][C:15]([C:16]3[CH:17]=[C:18]([OH:19])[CH:20]=[CH:21][C:22]=3[C@H:7]1[CH2:6][CH2:5]2)=[O:25].[CH3:30][O:31][CH3:3]. The yield is 0.400. (2) The reactants are [CH3:1][C:2]1[C:6]([CH:7]=O)=[CH:5][N:4]([C:9]2[CH:14]=[CH:13][C:12]([C:15]([F:18])([F:17])[F:16])=[CH:11][N:10]=2)[N:3]=1.C(OP([CH2:27][C:28]([O:30][CH2:31][CH3:32])=[O:29])(OCC)=O)C.CN(C)C=O.[H-].[Na+]. The catalyst is O. The product is [CH3:1][C:2]1[C:6](/[CH:7]=[CH:27]/[C:28]([O:30][CH2:31][CH3:32])=[O:29])=[CH:5][N:4]([C:9]2[CH:14]=[CH:13][C:12]([C:15]([F:18])([F:17])[F:16])=[CH:11][N:10]=2)[N:3]=1. The yield is 0.900. (3) The reactants are [Br:1][C:2]1[CH:7]=[CH:6][C:5]([NH:8][C:9]2[N:10]([CH3:19])[C:11](=[O:18])[CH:12]=[CH:13][C:14]=2[C:15]([OH:17])=O)=[C:4]([F:20])[CH:3]=1.CCN=C=NCCCN(C)C.C1C=CC2N(O)N=NC=2C=1.[CH:42]1([CH2:45][O:46][NH2:47])[CH2:44][CH2:43]1.CCN(CC)CC. The catalyst is CC(N(C)C)=O.CCOC(C)=O. The product is [CH:42]1([CH2:45][O:46][NH:47][C:15]([C:14]2[CH:13]=[CH:12][C:11](=[O:18])[N:10]([CH3:19])[C:9]=2[NH:8][C:5]2[CH:6]=[CH:7][C:2]([Br:1])=[CH:3][C:4]=2[F:20])=[O:17])[CH2:44][CH2:43]1. The yield is 0.570. (4) The reactants are [C:1]1([C:7]2[C:16]3[C:11](=[CH:12][CH:13]=[CH:14][CH:15]=3)[N:10]=[C:9]([NH:17][C:18]3[CH:26]=[CH:25][C:21]([C:22](Cl)=[O:23])=[CH:20][CH:19]=3)[N:8]=2)[CH:6]=[CH:5][CH:4]=[CH:3][CH:2]=1.CCN(C(C)C)C(C)C.[CH3:36][C:37]1[CH:43]=[CH:42][C:41]([N+:44]([O-:46])=[O:45])=[CH:40][C:38]=1[NH2:39]. The catalyst is O1CCCC1.ClCCl. The product is [CH3:36][C:37]1[CH:43]=[CH:42][C:41]([N+:44]([O-:46])=[O:45])=[CH:40][C:38]=1[NH:39][C:22](=[O:23])[C:21]1[CH:25]=[CH:26][C:18]([NH:17][C:9]2[N:8]=[C:7]([C:1]3[CH:6]=[CH:5][CH:4]=[CH:3][CH:2]=3)[C:16]3[C:11](=[CH:12][CH:13]=[CH:14][CH:15]=3)[N:10]=2)=[CH:19][CH:20]=1. The yield is 0.580.